This data is from Reaction yield outcomes from USPTO patents with 853,638 reactions. The task is: Predict the reaction yield, written as a fraction of the theoretical maximum amount of product (1.0 means a 100% yield; for example, 0.34 means a 34% yield). (1) The yield is 0.820. The reactants are [NH2:1][C:2]1[CH:17]=[CH:16][CH:15]=[C:14]([O:18]C)[C:3]=1[C:4]([NH:6][CH2:7][C:8]1[CH:13]=[CH:12][CH:11]=[CH:10][CH:9]=1)=[O:5].C(S)CCCCCCCCCCC.C[O-].[Na+]. The catalyst is CN(C=O)C. The product is [NH2:1][C:2]1[CH:17]=[CH:16][CH:15]=[C:14]([OH:18])[C:3]=1[C:4]([NH:6][CH2:7][C:8]1[CH:13]=[CH:12][CH:11]=[CH:10][CH:9]=1)=[O:5]. (2) The reactants are [CH:1]([C:4]1[CH:9]=[CH:8][C:7]([N+:10]([O-])=O)=[CH:6][N:5]=1)([CH3:3])[CH3:2]. The catalyst is CO.[Ni]. The product is [CH:1]([C:4]1[CH:9]=[CH:8][C:7]([NH2:10])=[CH:6][N:5]=1)([CH3:3])[CH3:2]. The yield is 0.520. (3) The reactants are [N:1]1[C:10]2[C:5](=[CH:6][CH:7]=[CH:8][CH:9]=2)[CH:4]=[CH:3][C:2]=1[N:11]1[CH2:14][CH:13]([C:15]2[C:16]([N:21]3[CH2:27][CH2:26][CH2:25][N:24](C(OC(C)(C)C)=O)[CH2:23][CH2:22]3)=[N:17][CH:18]=[CH:19][N:20]=2)[CH2:12]1.Cl.C(OCC)C. No catalyst specified. The product is [N:21]1([C:16]2[C:15]([CH:13]3[CH2:12][N:11]([C:2]4[CH:3]=[CH:4][C:5]5[C:10](=[CH:9][CH:8]=[CH:7][CH:6]=5)[N:1]=4)[CH2:14]3)=[N:20][CH:19]=[CH:18][N:17]=2)[CH2:27][CH2:26][CH2:25][NH:24][CH2:23][CH2:22]1. The yield is 0.870. (4) The reactants are C(O[C:6](=[O:17])[NH:7][C:8]1[C:13]([CH:14]=[O:15])=[C:12]([Cl:16])[CH:11]=[CH:10][N:9]=1)(C)(C)C.[NH2:18][CH2:19][CH2:20]O.CC(O)=O. The catalyst is C1(C)C=CC=CC=1. The product is [Cl:16][C:12]1[C:13]2[CH:14]3[O:15][CH2:20][CH2:19][N:18]3[C:6](=[O:17])[NH:7][C:8]=2[N:9]=[CH:10][CH:11]=1. The yield is 0.100.